From a dataset of Catalyst prediction with 721,799 reactions and 888 catalyst types from USPTO. Predict which catalyst facilitates the given reaction. (1) Reactant: C([O:3][C:4](=[O:30])[CH2:5][O:6][C:7]1[CH:12]=[C:11]([F:13])[CH:10]=[CH:9][C:8]=1[C:14](=[S:29])[NH:15][CH2:16][C:17]1[S:18][C:19]2[C:25]([F:26])=[CH:24][C:23]([F:27])=[C:22]([F:28])[C:20]=2[N:21]=1)C.[OH-].[Na+]. Product: [F:13][C:11]1[CH:10]=[CH:9][C:8]([C:14](=[S:29])[NH:15][CH2:16][C:17]2[S:18][C:19]3[C:25]([F:26])=[CH:24][C:23]([F:27])=[C:22]([F:28])[C:20]=3[N:21]=2)=[C:7]([CH:12]=1)[O:6][CH2:5][C:4]([OH:30])=[O:3]. The catalyst class is: 8. (2) Reactant: C([C@@H]1COC(=O)N1[C:14](=[O:28])[C@@:15]([CH:23]1[CH2:27][CH2:26][CH2:25][CH2:24]1)([C:17]1[CH:22]=[CH:21][CH:20]=[CH:19][CH:18]=1)[CH3:16])C1C=CC=CC=1.OO.O.[OH-].[Li+].S(S([O-])=O)([O-])(=O)=[O:35].[Na+].[Na+]. Product: [CH:23]1([C@:15]([C:17]2[CH:18]=[CH:19][CH:20]=[CH:21][CH:22]=2)([CH3:16])[C:14]([OH:28])=[O:35])[CH2:24][CH2:25][CH2:26][CH2:27]1. The catalyst class is: 30. (3) Reactant: FC(F)(F)C(O)=O.C(OC(=O)[NH:14][C@@H:15]([CH2:31][N:32]1[CH2:37][C:36](=[O:38])[N:35]([C:39]2[CH:44]=[C:43]([F:45])[CH:42]=[CH:41][C:40]=2[CH3:46])[CH2:34][C:33]1([CH3:48])[CH3:47])[C@@H:16]([OH:30])[CH2:17][C@H:18]([C:22](=[O:29])[NH:23][CH2:24][C:25]([CH3:28])([CH3:27])[CH3:26])[CH:19]([CH3:21])[CH3:20])(C)(C)C.[C:50]([OH:57])(=[O:56])/[CH:51]=[CH:52]/[C:53]([OH:55])=[O:54].[CH3:58][C:59]([CH3:92])([CH3:91])[CH2:60][NH:61][C:62](=[O:90])[C@H:63]([CH:87]([CH3:89])[CH3:88])[CH2:64][C@H:65]([OH:86])[C@@H:66]([NH2:85])[CH2:67][N:68]1[CH2:73][C:72](=[O:74])[N:71]([C:75]2[CH:80]=[C:79]([F:81])[CH:78]=[CH:77][C:76]=2[CH3:82])[CH2:70][C:69]1([CH3:84])[CH3:83]. Product: [C:50]([OH:57])(=[O:56])/[CH:51]=[CH:52]/[C:53]([OH:55])=[O:54].[CH3:28][C:25]([CH3:26])([CH3:27])[CH2:24][NH:23][C:22](=[O:29])[C@H:18]([CH:19]([CH3:20])[CH3:21])[CH2:17][C@H:16]([OH:30])[C@@H:15]([NH2:14])[CH2:31][N:32]1[CH2:37][C:36](=[O:38])[N:35]([C:39]2[CH:44]=[C:43]([F:45])[CH:42]=[CH:41][C:40]=2[CH3:46])[CH2:34][C:33]1([CH3:47])[CH3:48].[NH2:85][C@@H:66]([CH2:67][N:68]1[CH2:73][C:72](=[O:74])[N:71]([C:75]2[CH:80]=[C:79]([F:81])[CH:78]=[CH:77][C:76]=2[CH3:82])[CH2:70][C:69]1([CH3:83])[CH3:84])[C@@H:65]([OH:86])[CH2:64][C@@H:63]([CH:87]([CH3:88])[CH3:89])[C:62]([NH:61][CH2:60][C:59]([CH3:92])([CH3:91])[CH3:58])=[O:90]. The catalyst class is: 61. (4) The catalyst class is: 1. Reactant: [Cl:1][C:2]1[CH:3]=[CH:4][C:5]2[C:11](=[O:12])[NH:10][C:9]3[CH:13]=[C:14]([CH2:17][C:18](OC)=[O:19])[CH:15]=[CH:16][C:8]=3[NH:7][C:6]=2[CH:22]=1.[H-].[H-].[H-].[H-].[Li+].[Al+3]. Product: [Cl:1][C:2]1[CH2:3][CH2:4][C:5]2[C:11](=[O:12])[NH:10][C:9]3[CH:13]=[C:14]([CH2:17][CH2:18][OH:19])[CH:15]=[CH:16][C:8]=3[NH:7][C:6]=2[CH:22]=1. (5) Reactant: [F:1][C:2]1[CH:7]=[CH:6][C:5]([CH:8]2[C:13]3=[N:14][NH:15][C:16](=[O:21])[C:17]4[CH:18]=[CH:19][CH:20]=[C:11]([C:12]=43)[NH:10][CH:9]2[C:22]2[CH:29]=[CH:28][C:25]([CH:26]=O)=[CH:24][CH:23]=2)=[CH:4][CH:3]=1.[CH3:30][CH:31]1[CH2:36][NH:35][CH2:34][CH:33]([CH3:37])[N:32]1[C:38]([O:40][C:41]([CH3:44])([CH3:43])[CH3:42])=[O:39]. Product: [C:41]([O:40][C:38]([N:32]1[C@H:33]([CH3:37])[CH2:34][N:35]([CH2:26][C:25]2[CH:28]=[CH:29][C:22]([CH:9]3[NH:10][C:11]4[C:12]5[C:13](=[N:14][NH:15][C:16](=[O:21])[C:17]=5[CH:18]=[CH:19][CH:20]=4)[CH:8]3[C:5]3[CH:6]=[CH:7][C:2]([F:1])=[CH:3][CH:4]=3)=[CH:23][CH:24]=2)[CH2:36][C@H:31]1[CH3:30])=[O:39])([CH3:44])([CH3:42])[CH3:43]. The catalyst class is: 2. (6) Reactant: [F:1][C:2]1[CH:7]=[CH:6][N:5]=[C:4](NC)[CH:3]=1.[CH2:10]([N:12](CC)CC)C.C(Cl)CCl.C1C=CC2N(O)N=NC=2C=1. Product: [F:1][C:2]1[CH:7]=[CH:6][N:5]=[C:4]([CH2:10][NH2:12])[CH:3]=1. The catalyst class is: 1.